This data is from Forward reaction prediction with 1.9M reactions from USPTO patents (1976-2016). The task is: Predict the product of the given reaction. (1) Given the reactants [Cl:1][C:2]1[CH:7]=[CH:6][CH:5]=[CH:4][C:3]=1[C:8]1[N:9]([CH2:28][CH2:29][OH:30])[C:10]2[C:15]([N:16]=1)=[C:14]([N:17]1[CH2:22][CH2:21][N:20]3[C:23](=[O:26])[CH2:24][CH2:25][CH:19]3[CH2:18]1)[N:13]=[C:12]([CH3:27])[N:11]=2.[CH3:31]I.[H-].[Na+].Cl, predict the reaction product. The product is: [ClH:1].[Cl:1][C:2]1[CH:7]=[CH:6][CH:5]=[CH:4][C:3]=1[C:8]1[N:9]([CH2:28][CH2:29][O:30][CH3:31])[C:10]2[C:15]([N:16]=1)=[C:14]([N:17]1[CH2:22][CH2:21][N:20]3[C:23](=[O:26])[CH2:24][CH2:25][CH:19]3[CH2:18]1)[N:13]=[C:12]([CH3:27])[N:11]=2. (2) Given the reactants [F:1][CH:2]([F:19])[C:3](O)=[CH:4][C:5]([C:7]1[CH:17]=[CH:16][C:10]2[O:11][CH2:12][C:13](=[O:15])[NH:14][C:9]=2[CH:8]=1)=O.[C:20]1([NH:26][NH2:27])[CH:25]=[CH:24][CH:23]=[CH:22][CH:21]=1.C(O)(=O)C, predict the reaction product. The product is: [F:1][CH:2]([F:19])[C:3]1[CH:4]=[C:5]([C:7]2[CH:17]=[CH:16][C:10]3[O:11][CH2:12][C:13](=[O:15])[NH:14][C:9]=3[CH:8]=2)[N:26]([C:20]2[CH:25]=[CH:24][CH:23]=[CH:22][CH:21]=2)[N:27]=1. (3) Given the reactants [CH3:1][C@@H:2]1[CH2:7][CH2:6][CH2:5][NH:4][C@@H:3]1[CH2:8][N:9]1[C:17](=[O:18])[C:16]2[C:11](=[CH:12][CH:13]=[CH:14][CH:15]=2)[C:10]1=[O:19].[F:20][C:21]1[CH:29]=[CH:28][C:24]([C:25](O)=[O:26])=[C:23]([I:30])[CH:22]=1.C(N(C(C)C)CC)(C)C.CN(C(ON1N=NC2C=CC=NC1=2)=[N+](C)C)C.F[P-](F)(F)(F)(F)F, predict the reaction product. The product is: [F:20][C:21]1[CH:29]=[CH:28][C:24]([C:25]([N:4]2[CH2:5][CH2:6][CH2:7][C@@H:2]([CH3:1])[C@H:3]2[CH2:8][N:9]2[C:17](=[O:18])[C:16]3[C:11](=[CH:12][CH:13]=[CH:14][CH:15]=3)[C:10]2=[O:19])=[O:26])=[C:23]([I:30])[CH:22]=1.